The task is: Predict the product of the given reaction.. This data is from Forward reaction prediction with 1.9M reactions from USPTO patents (1976-2016). Given the reactants C([O:8][C:9]1[CH:18]=[C:17]2[C:12]([C:13]([NH:19][C:20]3[CH:25]=[CH:24][C:23]([F:26])=[C:22]([Cl:27])[CH:21]=3)=[N:14][CH:15]=[N:16]2)=[C:11]([O:28][CH:29]2[CH2:34][CH2:33][O:32][CH2:31][CH2:30]2)[CH:10]=1)C1C=CC=CC=1.[F:35][C:36]([F:41])([F:40])[C:37]([OH:39])=[O:38], predict the reaction product. The product is: [F:35][C:36]([F:41])([F:40])[C:37]([OH:39])=[O:38].[Cl:27][C:22]1[CH:21]=[C:20]([CH:25]=[CH:24][C:23]=1[F:26])[NH:19][C:13]1[C:12]2[C:17](=[CH:18][C:9]([OH:8])=[CH:10][C:11]=2[O:28][CH:29]2[CH2:34][CH2:33][O:32][CH2:31][CH2:30]2)[N:16]=[CH:15][N:14]=1.